Dataset: NCI-60 drug combinations with 297,098 pairs across 59 cell lines. Task: Regression. Given two drug SMILES strings and cell line genomic features, predict the synergy score measuring deviation from expected non-interaction effect. (1) Drug 1: CC(CN1CC(=O)NC(=O)C1)N2CC(=O)NC(=O)C2. Drug 2: CCCCCOC(=O)NC1=NC(=O)N(C=C1F)C2C(C(C(O2)C)O)O. Cell line: SK-OV-3. Synergy scores: CSS=2.74, Synergy_ZIP=-2.18, Synergy_Bliss=-1.70, Synergy_Loewe=-5.54, Synergy_HSA=-3.03. (2) Drug 1: CN(C)C1=NC(=NC(=N1)N(C)C)N(C)C. Drug 2: C1CNP(=O)(OC1)N(CCCl)CCCl. Cell line: A549. Synergy scores: CSS=-6.88, Synergy_ZIP=1.02, Synergy_Bliss=-3.02, Synergy_Loewe=-6.97, Synergy_HSA=-7.06. (3) Drug 1: CC1=C(N=C(N=C1N)C(CC(=O)N)NCC(C(=O)N)N)C(=O)NC(C(C2=CN=CN2)OC3C(C(C(C(O3)CO)O)O)OC4C(C(C(C(O4)CO)O)OC(=O)N)O)C(=O)NC(C)C(C(C)C(=O)NC(C(C)O)C(=O)NCCC5=NC(=CS5)C6=NC(=CS6)C(=O)NCCC[S+](C)C)O. Drug 2: C1=NC2=C(N1)C(=S)N=CN2. Cell line: HT29. Synergy scores: CSS=36.7, Synergy_ZIP=0.805, Synergy_Bliss=2.65, Synergy_Loewe=-7.37, Synergy_HSA=1.66. (4) Drug 1: CC1C(C(CC(O1)OC2CC(OC(C2O)C)OC3=CC4=CC5=C(C(=O)C(C(C5)C(C(=O)C(C(C)O)O)OC)OC6CC(C(C(O6)C)O)OC7CC(C(C(O7)C)O)OC8CC(C(C(O8)C)O)(C)O)C(=C4C(=C3C)O)O)O)O. Drug 2: C(CCl)NC(=O)N(CCCl)N=O. Cell line: SK-OV-3. Synergy scores: CSS=4.58, Synergy_ZIP=1.51, Synergy_Bliss=0.600, Synergy_Loewe=-37.9, Synergy_HSA=0.105. (5) Drug 1: CC(C1=C(C=CC(=C1Cl)F)Cl)OC2=C(N=CC(=C2)C3=CN(N=C3)C4CCNCC4)N. Drug 2: C1CC(=O)NC(=O)C1N2CC3=C(C2=O)C=CC=C3N. Cell line: T-47D. Synergy scores: CSS=0.169, Synergy_ZIP=1.94, Synergy_Bliss=2.59, Synergy_Loewe=0.907, Synergy_HSA=0.941. (6) Drug 1: C1CCC(CC1)NC(=O)N(CCCl)N=O. Drug 2: CS(=O)(=O)CCNCC1=CC=C(O1)C2=CC3=C(C=C2)N=CN=C3NC4=CC(=C(C=C4)OCC5=CC(=CC=C5)F)Cl. Cell line: MALME-3M. Synergy scores: CSS=10.9, Synergy_ZIP=-0.368, Synergy_Bliss=3.67, Synergy_Loewe=-0.970, Synergy_HSA=-0.297. (7) Drug 1: C1=CC(=CC=C1CCC2=CNC3=C2C(=O)NC(=N3)N)C(=O)NC(CCC(=O)O)C(=O)O. Drug 2: CS(=O)(=O)OCCCCOS(=O)(=O)C. Cell line: UO-31. Synergy scores: CSS=21.4, Synergy_ZIP=-5.51, Synergy_Bliss=-2.02, Synergy_Loewe=-14.2, Synergy_HSA=-0.494. (8) Drug 1: CC1=C(C(CCC1)(C)C)C=CC(=CC=CC(=CC(=O)O)C)C. Drug 2: C1=NC2=C(N1)C(=S)N=CN2. Cell line: CAKI-1. Synergy scores: CSS=31.3, Synergy_ZIP=-3.53, Synergy_Bliss=-0.313, Synergy_Loewe=-23.8, Synergy_HSA=2.34.